The task is: Regression. Given a peptide amino acid sequence and an MHC pseudo amino acid sequence, predict their binding affinity value. This is MHC class II binding data.. This data is from Peptide-MHC class II binding affinity with 134,281 pairs from IEDB. (1) The peptide sequence is AYGSFVRTVSLPVGA. The MHC is DRB1_1101 with pseudo-sequence DRB1_1101. The binding affinity (normalized) is 0.818. (2) The peptide sequence is WDKFLANVSTVLTGK. The MHC is DRB1_1602 with pseudo-sequence DRB1_1602. The binding affinity (normalized) is 0.787.